Task: Predict which catalyst facilitates the given reaction.. Dataset: Catalyst prediction with 721,799 reactions and 888 catalyst types from USPTO Reactant: C([O-])([O-])=O.[K+].[K+].Br[CH2:8][C:9]([O:11][CH2:12][CH3:13])=[O:10].[CH:14]1([SH:19])[CH2:18][CH2:17][CH2:16][CH2:15]1. Product: [CH:14]1([S:19][CH2:8][C:9]([O:11][CH2:12][CH3:13])=[O:10])[CH2:18][CH2:17][CH2:16][CH2:15]1. The catalyst class is: 18.